Dataset: Full USPTO retrosynthesis dataset with 1.9M reactions from patents (1976-2016). Task: Predict the reactants needed to synthesize the given product. (1) Given the product [N:23]([CH2:26][C:27](=[O:28])[NH:1][CH2:2][CH2:3][CH2:4][O:5][CH2:6][CH2:7][O:8][CH2:9][CH2:10][O:11][CH2:12][CH2:13][CH2:14][NH:15][C:16](=[O:22])[O:17][C:18]([CH3:19])([CH3:21])[CH3:20])=[N+:24]=[N-:25], predict the reactants needed to synthesize it. The reactants are: [NH2:1][CH2:2][CH2:3][CH2:4][O:5][CH2:6][CH2:7][O:8][CH2:9][CH2:10][O:11][CH2:12][CH2:13][CH2:14][NH:15][C:16](=[O:22])[O:17][C:18]([CH3:21])([CH3:20])[CH3:19].[N:23]([CH2:26][C:27](O)=[O:28])=[N+:24]=[N-:25].C([O-])(O)=O.[Na+].C(Cl)CCl. (2) Given the product [CH2:13]([N:15]1[C:19]2[N:20]=[C:21]([C:30]3[CH:35]=[CH:34][C:33]([NH:36][C:5]([NH:37][C:38]4[CH:43]=[CH:42][N:41]=[C:40]([CH3:44])[CH:39]=4)=[O:11])=[CH:32][CH:31]=3)[N:22]=[C:23]([N:24]3[CH2:25][CH2:26][O:27][CH2:28][CH2:29]3)[C:18]=2[N:17]=[N:16]1)[CH3:14], predict the reactants needed to synthesize it. The reactants are: ClC(Cl)(O[C:5](=[O:11])OC(Cl)(Cl)Cl)Cl.[CH2:13]([N:15]1[C:19]2[N:20]=[C:21]([C:30]3[CH:35]=[CH:34][C:33]([NH2:36])=[CH:32][CH:31]=3)[N:22]=[C:23]([N:24]3[CH2:29][CH2:28][O:27][CH2:26][CH2:25]3)[C:18]=2[N:17]=[N:16]1)[CH3:14].[NH2:37][C:38]1[CH:43]=[CH:42][N:41]=[C:40]([CH3:44])[CH:39]=1.CCN(CC)CC.